From a dataset of Full USPTO retrosynthesis dataset with 1.9M reactions from patents (1976-2016). Predict the reactants needed to synthesize the given product. Given the product [CH2:1]([NH:8][C@@H:9]1[CH2:15][CH2:14][C@@H:13]2[N:16]([CH2:17][C:18]3[CH:19]=[CH:20][CH:21]=[CH:22][CH:23]=3)[C@@:10]1([C:29]1[CH:34]=[CH:33][CH:32]=[CH:31][CH:30]=1)[CH2:11][C@H:12]2[C:24]1[N:25]=[N:26][N:27]([CH3:35])[N:28]=1)[C:2]1[CH:7]=[CH:6][CH:5]=[CH:4][CH:3]=1, predict the reactants needed to synthesize it. The reactants are: [CH2:1]([NH:8][C@@H:9]1[CH2:15][CH2:14][C@@H:13]2[N:16]([CH2:17][C:18]3[CH:23]=[CH:22][CH:21]=[CH:20][CH:19]=3)[C@@:10]1([C:29]1[CH:34]=[CH:33][CH:32]=[CH:31][CH:30]=1)[CH2:11][C@H:12]2[C:24]1[NH:28][N:27]=[N:26][N:25]=1)[C:2]1[CH:7]=[CH:6][CH:5]=[CH:4][CH:3]=1.[CH3:35][Si](C=[N+]=[N-])(C)C.CCCCCC.